This data is from Peptide-MHC class I binding affinity with 185,985 pairs from IEDB/IMGT. The task is: Regression. Given a peptide amino acid sequence and an MHC pseudo amino acid sequence, predict their binding affinity value. This is MHC class I binding data. (1) The binding affinity (normalized) is 0.576. The MHC is HLA-A24:02 with pseudo-sequence HLA-A24:02. The peptide sequence is SYNDYFNVL. (2) The peptide sequence is TAVCMKCFK. The binding affinity (normalized) is 0.223. The MHC is HLA-A33:01 with pseudo-sequence HLA-A33:01. (3) The peptide sequence is ETFGFEIQSY. The MHC is HLA-B54:01 with pseudo-sequence HLA-B54:01. The binding affinity (normalized) is 0. (4) The peptide sequence is VPADHRLAF. The MHC is HLA-A02:06 with pseudo-sequence HLA-A02:06. The binding affinity (normalized) is 0.0847.